From a dataset of Reaction yield outcomes from USPTO patents with 853,638 reactions. Predict the reaction yield, written as a fraction of the theoretical maximum amount of product (1.0 means a 100% yield; for example, 0.34 means a 34% yield). (1) The reactants are [F:1][C:2]1[CH:7]=[C:6]([S:8]([CH3:11])(=[O:10])=[O:9])[CH:5]=[CH:4][C:3]=1[C:12]1[CH:17]=[CH:16][C:15]([O:18][CH2:19][CH:20]2[CH2:25][CH2:24][N:23](C(OC(C)(C)C)=O)[CH2:22][CH2:21]2)=[CH:14][CH:13]=1.[ClH:33]. The catalyst is O1CCOCC1.CCOCC. The product is [ClH:33].[F:1][C:2]1[CH:7]=[C:6]([S:8]([CH3:11])(=[O:10])=[O:9])[CH:5]=[CH:4][C:3]=1[C:12]1[CH:13]=[CH:14][C:15]([O:18][CH2:19][CH:20]2[CH2:25][CH2:24][NH:23][CH2:22][CH2:21]2)=[CH:16][CH:17]=1. The yield is 0.920. (2) The reactants are [CH3:1][C:2]1[CH:7]=[C:6]([C:8]([O:10]C)=[O:9])[CH:5]=[CH:4][C:3]=1[C:12]1[C:13]([C:18]([O:20]CC)=[O:19])=[CH:14][CH:15]=[CH:16][CH:17]=1.[OH-].[Na+]. The catalyst is C(O)C. The product is [CH3:1][C:2]1[CH:7]=[C:6]([C:8]([OH:10])=[O:9])[CH:5]=[CH:4][C:3]=1[C:12]1[C:13]([C:18]([OH:20])=[O:19])=[CH:14][CH:15]=[CH:16][CH:17]=1. The yield is 0.950. (3) The reactants are [F:1][C:2]1[CH:3]=[C:4]([CH:12]2[CH2:17][CH:16]([C:18]3[O:22][NH:21][C:20](=[O:23])[CH:19]=3)[CH2:15][CH2:14][N:13]2[C:24]([O:26][CH3:27])=[O:25])[CH:5]=[CH:6][C:7]=1[C:8]([F:11])([F:10])[F:9].CCCCCCC.CC(O)C. The catalyst is C(#N)C. The product is [F:1][C:2]1[CH:3]=[C:4]([C@H:12]2[CH2:17][C@@H:16]([C:18]3[O:22][NH:21][C:20](=[O:23])[CH:19]=3)[CH2:15][CH2:14][N:13]2[C:24]([O:26][CH3:27])=[O:25])[CH:5]=[CH:6][C:7]=1[C:8]([F:11])([F:9])[F:10].[F:1][C:2]1[CH:3]=[C:4]([C@@H:12]2[CH2:17][C@H:16]([C:18]3[O:22][NH:21][C:20](=[O:23])[CH:19]=3)[CH2:15][CH2:14][N:13]2[C:24]([O:26][CH3:27])=[O:25])[CH:5]=[CH:6][C:7]=1[C:8]([F:11])([F:9])[F:10]. The yield is 0.470. (4) The reactants are [CH3:1][O:2][C:3]1[N:8]=[C:7]([NH2:9])[CH:6]=[CH:5][C:4]=1[N:10]1[CH:14]=[C:13]([CH3:15])[N:12]=[CH:11]1.C1(P(C2CCCCC2)C2C=CC=CC=2C2C=CC=CC=2)CCCCC1.C(=O)([O-])[O-].[Cs+].[Cs+].Cl[C:48]1[CH:49]=[CH:50][C:51]2[CH2:52][N:53]([CH3:64])[CH2:54][CH:55]([CH2:59][C:60]([F:63])([F:62])[F:61])[O:56][C:57]=2[N:58]=1. The catalyst is COCCOC.C(Cl)Cl.C([O-])(=O)C.[Pd+2].C([O-])(=O)C. The product is [CH3:1][O:2][C:3]1[N:8]=[C:7]([NH:9][C:48]2[CH:49]=[CH:50][C:51]3[CH2:52][N:53]([CH3:64])[CH2:54][CH:55]([CH2:59][C:60]([F:61])([F:63])[F:62])[O:56][C:57]=3[N:58]=2)[CH:6]=[CH:5][C:4]=1[N:10]1[CH:14]=[C:13]([CH3:15])[N:12]=[CH:11]1. The yield is 0.0330.